This data is from Full USPTO retrosynthesis dataset with 1.9M reactions from patents (1976-2016). The task is: Predict the reactants needed to synthesize the given product. (1) The reactants are: [H-].[Na+].[CH3:3][C:4]1[CH:5]=[C:6]([CH:20]=[CH:21][C:22]=1[CH3:23])[C:7]([C:9]1[C:18](=[O:19])[C:17]2C(=[CH:13][CH:14]=[CH:15][CH:16]=2)NC=1)=[O:8].Cl[CH2:25][C:26]1N=[CH:29][O:28][N:27]=1.[C:31](#N)C.[CH3:34][N:35]([CH3:38])[CH:36]=O. Given the product [CH3:3][C:4]1[CH:5]=[C:6]([CH:20]=[CH:21][C:22]=1[CH3:23])[C:7]([C:9]1[C:18](=[O:19])[C:17]2[C:34](=[CH:13][CH:14]=[CH:15][CH:16]=2)[N:35]([CH2:38][C:26]2[CH:25]=[C:29]([CH3:31])[O:28][N:27]=2)[CH:36]=1)=[O:8], predict the reactants needed to synthesize it. (2) Given the product [CH3:29][O:30][C:31]1[CH:32]=[CH:33][C:34]([C@@H:37]2[N:41]3[C:42](=[O:45])[C@@H:43]4[C@@H:6]([CH3:7])[C@@H:44]4[C@H:40]3[CH2:39][O:38]2)=[CH:35][CH:36]=1, predict the reactants needed to synthesize it. The reactants are: F[B-](F)(F)F.[CH2:6]([S+](C1C=CC=CC=1)C1C=CC=CC=1)[CH3:7].[Li+].CC([N-]C(C)C)C.[CH3:29][O:30][C:31]1[CH:36]=[CH:35][C:34]([C@@H:37]2[N:41]3[C:42](=[O:45])[CH:43]=[CH:44][C@H:40]3[CH2:39][O:38]2)=[CH:33][CH:32]=1. (3) Given the product [F:12][C:13]([F:24])([F:23])[C:14]1[CH:19]=[CH:18][C:17]([C:2]2[CH:10]=[CH:9][CH:8]=[C:7]3[C:3]=2[C:4]([NH2:11])=[N:5][NH:6]3)=[CH:16][CH:15]=1, predict the reactants needed to synthesize it. The reactants are: Cl[C:2]1[CH:10]=[CH:9][CH:8]=[C:7]2[C:3]=1[C:4]([NH2:11])=[N:5][NH:6]2.[F:12][C:13]([F:24])([F:23])[C:14]1[CH:19]=[CH:18][C:17](B(O)O)=[CH:16][CH:15]=1.P([O-])([O-])([O-])=O.[K+].[K+].[K+]. (4) Given the product [CH:1]1([CH2:4][O:5][C:6]2[CH:7]=[CH:8][C:9]3[N:10]([N:12]=[C:13]([C:16]4[CH:33]=[CH:32][C:19]([O:20][CH2:21][C@@H:22]([NH:24][C:25](=[O:26])[CH3:36])[CH3:23])=[CH:18][C:17]=4[F:34])[C:14]=3[F:15])[CH:11]=2)[CH2:3][CH2:2]1, predict the reactants needed to synthesize it. The reactants are: [CH:1]1([CH2:4][O:5][C:6]2[CH:7]=[CH:8][C:9]3[N:10]([N:12]=[C:13]([C:16]4[CH:33]=[CH:32][C:19]([O:20][CH2:21][C@@H:22]([NH:24][C:25](=O)[O:26]C(C)(C)C)[CH3:23])=[CH:18][C:17]=4[F:34])[C:14]=3[F:15])[CH:11]=2)[CH2:3][CH2:2]1.Cl.[C:36](OCC)(=O)C. (5) The reactants are: CN1CC[O:5][CH2:4]C1.[NH2:8][C:9]1[C:10]2[C:17]([C:18]3[CH:23]=[CH:22][C:21]([O:24][C:25]4[CH:30]=[CH:29][CH:28]=[CH:27][CH:26]=4)=[CH:20][CH:19]=3)=[CH:16][N:15]([CH:31]3[CH2:35][CH2:34][CH:33]([OH:36])[CH2:32]3)[C:11]=2[N:12]=[CH:13][N:14]=1.[O:37]1[CH2:42][CH2:41][N:40]([CH2:43][CH2:44][NH2:45])[CH2:39][CH2:38]1. Given the product [O:37]1[CH2:42][CH2:41][N:40]([CH2:43][CH2:44][NH:45][C:4](=[O:5])[O:36][CH:33]2[CH2:34][CH2:35][CH:31]([N:15]3[C:11]4[N:12]=[CH:13][N:14]=[C:9]([NH2:8])[C:10]=4[C:17]([C:18]4[CH:19]=[CH:20][C:21]([O:24][C:25]5[CH:30]=[CH:29][CH:28]=[CH:27][CH:26]=5)=[CH:22][CH:23]=4)=[CH:16]3)[CH2:32]2)[CH2:39][CH2:38]1, predict the reactants needed to synthesize it. (6) Given the product [ClH:1].[OH:8][C:9]1[CH:38]=[CH:37][C:36]([N:39]2[CH2:44][CH2:43][CH2:42][CH2:41][CH2:40]2)=[CH:35][C:10]=1[C:11]([NH:13][C:14]1[CH:26]=[C:25]([C:27]2[CH:32]=[CH:31][CH:30]=[CH:29][C:28]=2[O:33][CH3:34])[CH:24]=[CH:23][C:15]=1[C:16]([OH:18])=[O:17])=[O:12], predict the reactants needed to synthesize it. The reactants are: [ClH:1].O1CCOCC1.[OH:8][C:9]1[CH:38]=[CH:37][C:36]([N:39]2[CH2:44][CH2:43][CH2:42][CH2:41][CH2:40]2)=[CH:35][C:10]=1[C:11]([NH:13][C:14]1[CH:26]=[C:25]([C:27]2[CH:32]=[CH:31][CH:30]=[CH:29][C:28]=2[O:33][CH3:34])[CH:24]=[CH:23][C:15]=1[C:16]([O:18]C(C)(C)C)=[O:17])=[O:12].